Dataset: Forward reaction prediction with 1.9M reactions from USPTO patents (1976-2016). Task: Predict the product of the given reaction. (1) Given the reactants [Cl:1][C:2]1[CH:10]=[CH:9][C:8]([CH:11]=O)=[C:7]2[C:3]=1[CH:4]([OH:23])[N:5]([C:14]([CH3:22])([C:16]1[CH:21]=[CH:20][CH:19]=[CH:18][CH:17]=1)[CH3:15])[C:6]2=[O:13].[C:24]1([NH2:31])[CH:29]=[CH:28][CH:27]=[CH:26][C:25]=1[NH2:30].CCCCCC, predict the reaction product. The product is: [Cl:1][C:2]1[CH:10]=[CH:9][C:8]([C:11]2[NH:31][C:24]3[CH:29]=[CH:28][CH:27]=[CH:26][C:25]=3[N:30]=2)=[C:7]2[C:3]=1[CH:4]([OH:23])[N:5]([C:14]([CH3:22])([C:16]1[CH:21]=[CH:20][CH:19]=[CH:18][CH:17]=1)[CH3:15])[C:6]2=[O:13]. (2) Given the reactants [NH2:1][C:2]1[C:3]2[C:11](=[O:12])[CH:10]=[CH:9][N:8]([CH:13]([C:15]3[C:16]([O:37][CH2:38][CH3:39])=[C:17]([CH:23]4[CH2:26][N:25](C(OCC5C=CC=CC=5)=O)[CH2:24]4)[C:18]([CH3:22])=[C:19]([Cl:21])[CH:20]=3)[CH3:14])[C:4]=2[N:5]=[CH:6][N:7]=1.Cl.O, predict the reaction product. The product is: [NH2:1][C:2]1[C:3]2[C:11](=[O:12])[CH:10]=[CH:9][N:8]([CH:13]([C:15]3[CH:20]=[C:19]([Cl:21])[C:18]([CH3:22])=[C:17]([CH:23]4[CH2:26][NH:25][CH2:24]4)[C:16]=3[O:37][CH2:38][CH3:39])[CH3:14])[C:4]=2[N:5]=[CH:6][N:7]=1. (3) Given the reactants [NH2:1][CH:2]([C:11]1[C:16]([F:17])=[CH:15][CH:14]=[CH:13][C:12]=1[O:18][CH2:19][CH3:20])[CH2:3][CH:4]([CH3:10])[C:5]([O:7]CC)=O.[CH3:21][C:22]1[S:26][C:25]([C:27]2[CH:28]=[C:29]([CH:32]=[CH:33][N:34]=2)[CH:30]=O)=[N:24][CH:23]=1, predict the reaction product. The product is: [CH2:19]([O:18][C:12]1[CH:13]=[CH:14][CH:15]=[C:16]([F:17])[C:11]=1[CH:2]1[N:1]([CH2:30][C:29]2[CH:32]=[CH:33][N:34]=[C:27]([C:25]3[S:26][C:22]([CH3:21])=[CH:23][N:24]=3)[CH:28]=2)[C:5](=[O:7])[CH:4]([CH3:10])[CH2:3]1)[CH3:20]. (4) Given the reactants [NH:1]1[C:9]2[C:4](=[CH:5][CH:6]=[CH:7][CH:8]=2)[C:3]2([C:21]3[C:12](=[CH:13][C:14]4[O:19][CH2:18][CH2:17][O:16][C:15]=4[CH:20]=3)[O:11][CH2:10]2)[C:2]1=[O:22].N1C2C(=CC=CC=2)[C@@]2(C3C(=CC4OCCOC=4C=3)OC2)C1=O.Cl[CH2:46][C:47]1[CH:56]=[CH:55][C:50]2[N:51]([CH3:54])[N:52]=[N:53][C:49]=2[CH:48]=1.BrCCCCC, predict the reaction product. The product is: [CH3:54][N:51]1[C:50]2[CH:55]=[CH:56][C:47]([CH2:46][N:1]3[C:9]4[C:4](=[CH:5][CH:6]=[CH:7][CH:8]=4)[C:3]4([C:21]5[C:12](=[CH:13][C:14]6[O:19][CH2:18][CH2:17][O:16][C:15]=6[CH:20]=5)[O:11][CH2:10]4)[C:2]3=[O:22])=[CH:48][C:49]=2[N:53]=[N:52]1. (5) Given the reactants C(C[N:5]1[C:9]([NH:10][C:11]([NH:13][C:14]2[CH:19]=[CH:18][CH:17]=[C:16](Cl)[C:15]=2Cl)=[O:12])=[CH:8][C:7]([C:22]([CH3:25])([CH3:24])[CH3:23])=N1)(O)=O.[OH-:26].[Na+].Cl.[CH3:29][CH2:30][OH:31], predict the reaction product. The product is: [C:22]([C:7]1[O:26][N:5]=[C:9]([NH:10][C:11]([NH:13][C:14]2[CH:15]=[CH:16][C:17]([O:31][C:30]3[CH:16]=[CH:15][C:14]([NH2:13])=[CH:19][CH:29]=3)=[CH:18][CH:19]=2)=[O:12])[CH:8]=1)([CH3:23])([CH3:24])[CH3:25]. (6) The product is: [F:12][C:13]1[CH:18]=[CH:17][C:16]([F:19])=[CH:15][C:14]=1[C@H:20]1[CH2:24][CH2:23][CH2:22][N:21]1[C:25]1[CH:30]=[CH:29][N:28]2[N:31]=[CH:32][C:33]([C:34]3[O:5][C:4]([NH2:6])=[N:2][N:3]=3)=[C:27]2[N:26]=1. Given the reactants Cl.[NH:2]([C:4]([NH2:6])=[O:5])[NH2:3].C([O-])(=O)C.[Na+].[F:12][C:13]1[CH:18]=[CH:17][C:16]([F:19])=[CH:15][C:14]=1[C@H:20]1[CH2:24][CH2:23][CH2:22][N:21]1[C:25]1[CH:30]=[CH:29][N:28]2[N:31]=[CH:32][C:33]([CH:34]=O)=[C:27]2[N:26]=1.C([O-])([O-])=O.[K+].[K+].II, predict the reaction product.